Task: Regression. Given a peptide amino acid sequence and an MHC pseudo amino acid sequence, predict their binding affinity value. This is MHC class I binding data.. Dataset: Peptide-MHC class I binding affinity with 185,985 pairs from IEDB/IMGT (1) The peptide sequence is CPGYRWMCL. The MHC is H-2-Ld with pseudo-sequence H-2-Ld. The binding affinity (normalized) is 0.0570. (2) The peptide sequence is MPIAAAIGT. The MHC is HLA-A02:11 with pseudo-sequence HLA-A02:11. The binding affinity (normalized) is 0.0847. (3) The peptide sequence is DYDDVVHEV. The MHC is HLA-A02:12 with pseudo-sequence HLA-A02:12. The binding affinity (normalized) is 0.0847. (4) The peptide sequence is TPVMSRFAA. The MHC is HLA-A23:01 with pseudo-sequence HLA-A23:01. The binding affinity (normalized) is 0.0847. (5) The peptide sequence is VMNSNTLLSAW. The MHC is HLA-A11:01 with pseudo-sequence HLA-A11:01. The binding affinity (normalized) is 0. (6) The peptide sequence is ATAAATEAY. The MHC is HLA-A26:01 with pseudo-sequence HLA-A26:01. The binding affinity (normalized) is 0.503. (7) The peptide sequence is FGDSEEPVTY. The MHC is HLA-A01:01 with pseudo-sequence HLA-A01:01. The binding affinity (normalized) is 0.376. (8) The peptide sequence is LPIFSEFVL. The MHC is HLA-B53:01 with pseudo-sequence HLA-B53:01. The binding affinity (normalized) is 0.628.